From a dataset of Experimentally validated miRNA-target interactions with 360,000+ pairs, plus equal number of negative samples. Binary Classification. Given a miRNA mature sequence and a target amino acid sequence, predict their likelihood of interaction. (1) The miRNA is hsa-miR-6128 with sequence ACUGGAAUUGGAGUCAAAA. The protein sequence of the target gene is MSEMAELSELYEESSDLQMDVMPGEGDLPQMEVGSGSRELSLRPSRSGAQQLEEEGPMEEEEAQPMAAPEGKRSLANGPNAGEQPGQVAGADFESEDEGEEFDDWEDDYDYPEEEQLSGAGYRVSAALEEADKMFLRTREPALDGGFQMHYEKTPFDQLAFIEELFSLMVVNRLTEELGCDEIIDRE. Result: 0 (no interaction). (2) The miRNA is hsa-miR-8485 with sequence CACACACACACACACACGUAU. The protein sequence of the target gene is MAGHLASDFAFSPPPGGGGDGPWGAEPGWVDPLTWLSFQGPPGGPGIGPGVGPGSEVWGIPPCPPPYELCGGMAYCGPQVGVGLVPQGGLETSQPESEAGVGVESNSNGASPEPCTVPPGAVKLEKEKLEQNPEKSQDIKALQKELEQFAKLLKQKRITLGYTQADVGLILGVLFGKVFSQKTICRFEALQLSFKNMCKLRPLLQKWVEEADNNENLQEICKAETLMQARKRKRTSIENRVRGNLENLFLQCPKPTLQISHIAQQLGLEKDVVRVWFCNRRQKGKRSSSDYAQREDFEAA.... Result: 1 (interaction). (3) The miRNA is hsa-miR-6778-3p with sequence UGCCUCCCUGACAUUCCACAG. The protein sequence of the target gene is MEGQSGRCKIVVVGDAECGKTALLQVFAKDAYPGSYVPTVFENYTASFEIDKRRIELNMWDTSGSSYYDNVRPLAYPDSDAVLICFDISRPETLDSVLKKWQGETQEFCPNAKVVLVGCKLDMRTDLATLRELSKQRLIPVTHEQGTVLAKQVGAVSYVECSSRSSERSVRDVFHVATVASLGRGHRQLRRTDSRRGMQRSAQLSGRPDRGNEGEIHKDRAKSCNLM. Result: 1 (interaction). (4) The miRNA is hsa-miR-6499-3p with sequence AGCAGUGUUUGUUUUGCCCACA. The protein sequence of the target gene is MTLRLLEDWCRGMDMNPRKALLIAGISQSCSVAEIEEALQAGLAPLGEYRLLGRMFRRDENRKVALVGLTAETSHALVPKEIPGKGGIWRVIFKPPDPDNTFLSRLNEFLAGEGMTVGELSRALGHENGSLDPEQGMIPEMWAPMLAQALEALQPALQCLKYKKLRVFSGRESPEPGEEEFGRWMFHTTQMIKAWQVPDVEKRRRLLESLRGPALDVIRVLKINNPLITVDECLQALEEVFGVTDNPRELQVKYLTTYQKDEEKLSAYVLRLEPLLQKLVQRGAIERDAVNQARLDQVIA.... Result: 1 (interaction). (5) The miRNA is mmu-miR-21a-5p with sequence UAGCUUAUCAGACUGAUGUUGA. The protein sequence of the target gene is MYNMMETELKPPGPQQASGGGGGGGNATAAATGGNQKNSPDRVKRPMNAFMVWSRGQRRKMAQENPKMHNSEISKRLGAEWKLLSETEKRPFIDEAKRLRALHMKEHPDYKYRPRRKTKTLMKKDKYTLPGGLLAPGGNSMASGVGVGAGLGGGLNQRMDSYAHMNGWSNGSYSMMQEQLGYPQHPGLNAHGAAQMQPMHRYVVSALQYNSMTSSQTYMNGSPTYSMSYSQQGTPGMALGSMGSVVKSEASSSPPVVTSSSHSRAPCQAGDLRDMISMYLPGAEVPEPAAPSRLHMAQHY.... Result: 1 (interaction). (6) The miRNA is hsa-miR-3156-5p with sequence AAAGAUCUGGAAGUGGGAGACA. The protein sequence of the target gene is MLGGSAGRLKMSSSGTLSNYYVDSLIGHEGDEVFAARFGPPGPGAQGRPAGVADGPAATAAEFASCSFAPRSAVFSASWSAVPSQPPAAAAMSGLYHPYVPPPPLAASASEPGRYVRSWMEPLPGFPGGAGGGGGGGGGGPGRGPSPGPSGPANGRHYGIKPETRAAPAPATAASTTSSSSTSLSSSSKRTECSVARESQGSSGPEFSCNSFLQEKAAAATGGTGPGAGIGAATGTGGSSEPSACSDHPIPGCSLKEEEKQHSQPQQQQLDPNNPAANWIHARSTRKKRCPYTKYQTLEL.... Result: 1 (interaction). (7) The miRNA is hsa-miR-6866-5p with sequence UUAGAGGCUGGAAUAGAGAUUCU. The protein sequence of the target gene is MSNVRVSNGSPSLERMDARQAEHPKPSACRNLFGPVDHEELTRDLEKHCRDMEEASQRKWNFDFQNHKPLEGKYEWQEVEKGSLPEFYYRPPRPPKGACKVPAQESQDVSGSRPAAPLIGAPANSEDTHLVDPKTDPSDSQTGLAEQCAGIRKRPATDDSSTQNKRANRTEENVSDGSPNAGSVEQTPKKPGLRRRQT. Result: 1 (interaction). (8) The miRNA is dre-let-7a with sequence UGAGGUAGUAGGUUGUAUAGUU. The protein sequence of the target gene is MPVSASLACKNYDYDYDSIQPYFYFDNDDEDFYHHQQGQTQPSAPSEDIWKKFELLPTPPLSPSRRQSLSTAEQLEMVSEFLGDDVVSQSFICDDADYSQSFIKSIIIQDCMWSGFSAAAKLEKVVSERLASLHAERKELMSDSNSNRLNASYLQDLSTSASECIDPSVVFPYPLTECGKAGKVASPQPMLVLDTPPNSSSSSGSDSEDEEEEDEEEEEEEEEEEEEEEEEEIDVVTVEKRQKRHETDASESRYPSPLVLKRCHVSTHQHNYAAHPSTRHDQPAVKRLRLEASNNHSINS.... Result: 1 (interaction). (9) Result: 0 (no interaction). The miRNA is rno-miR-190a-5p with sequence UGAUAUGUUUGAUAUAUUAGGU. The protein sequence of the target gene is MESAIAEGGASRFSASSGGGGSRGAPQHYPKTAGNSEFLGKTPGQNAQKWIPARSTRRDDNSAANNSANEKERHDAIFRKVRGILNKLTPEKFDKLCLELLNVGVESKLILKGVILLIVDKALEEPKYSSLYAQLCLRLAEDAPNFDGPAAEGQPGQKQSTTFRRLLISKLQDEFENRTRNVDVYDKRENPLLPEEEEQRAIAKIKMLGNIKFIGELGKLDLIHESILHKCIKTLLEKKKRVQLKDMGEDLECLCQIMRTVGPRLDHERAKSLMDQYFARMCSLMLSKELPARIRFLLQD.... (10) The miRNA is mmu-miR-30e-5p with sequence UGUAAACAUCCUUGACUGGAAG. The protein sequence of the target gene is MAAVVAATALKGRGARNARVLRGILSGATANKASQNRTRALQSHSSPECKEEPEPLSPELEYIPRKRGKNPMKAVGLAWYSLYTRTWLGYLFYRQQLRRARNRYPKGHSKTQPRLFNGVKVLPIPVLSDNYSYLIIDTQAGLAVAVDPSDPRAVQASIEKERVNLVAILCTHKHWDHSGGNRDLSRRHRDCRVYGSPQDGIPYLTHPLCHQDVVSVGRLQIRALATPGHTQGHLVYLLDGEPYKGPSCLFSGDLLFLSGCGRTFEGTAETMLSSLDTVLDLGDDTLLWPGHEYAEENLGF.... Result: 1 (interaction).